From a dataset of Peptide-MHC class I binding affinity with 185,985 pairs from IEDB/IMGT. Regression. Given a peptide amino acid sequence and an MHC pseudo amino acid sequence, predict their binding affinity value. This is MHC class I binding data. The peptide sequence is GQFNRYAAM. The MHC is HLA-B15:17 with pseudo-sequence HLA-B15:17. The binding affinity (normalized) is 0.230.